This data is from Reaction yield outcomes from USPTO patents with 853,638 reactions. The task is: Predict the reaction yield, written as a fraction of the theoretical maximum amount of product (1.0 means a 100% yield; for example, 0.34 means a 34% yield). (1) The reactants are C(O[C:6]([N:8]1[CH2:11][CH:10]([CH2:12][N:13]2[C:21](=[O:22])[C:20]3[C:15](=[CH:16][C:17]([N+:24]([O-])=O)=[C:18]([NH2:23])[CH:19]=3)[C:14]2=[O:27])[CH2:9]1)=O)(C)(C)C.[ClH:28].[CH2:29]=[O:30].[BH-](O[C:41]([CH3:43])=O)(OC(C)=O)OC(C)=O.[Na+]. The catalyst is O1CCOCC1.O.[Pd].CO.C1COCC1.CC(O)=O.CO.CC(O)C. The product is [Cl:28][C:11]1[CH:10]=[CH:9][NH:8][C:29](=[O:30])[C:41]=1[C:43]1[NH:24][C:17]2[C:18]([N:23]=1)=[CH:19][C:20]1[C:21](=[O:22])[N:13]([CH2:12][CH:10]3[CH2:11][N:8]([CH3:6])[CH2:9]3)[C:14](=[O:27])[C:15]=1[CH:16]=2. The yield is 0.380. (2) The reactants are Br[C:2]1[C:3]([OH:18])=[C:4]2[C:9](=[CH:10][CH:11]=1)[N:8]([C:12]([CH:14]1[CH2:16][CH2:15]1)=[O:13])[C@@H:7]([CH3:17])[CH2:6][CH2:5]2.[N:19]1[NH:20][N:21]=[CH:22][CH:23]=1.CN[C@@H]1CCCC[C@H]1NC.C(=O)([O-])[O-].[K+].[K+]. The catalyst is CN(C)C=O.[Cu]I.C(OCC)(=O)C. The product is [CH:14]1([C:12]([N:8]2[C:9]3[C:4](=[C:3]([OH:18])[C:2]([N:20]4[N:21]=[CH:22][CH:23]=[N:19]4)=[CH:11][CH:10]=3)[CH2:5][CH2:6][C@@H:7]2[CH3:17])=[O:13])[CH2:16][CH2:15]1. The yield is 0.130. (3) The product is [CH2:1]([O:8][C:9]1[CH:10]=[C:11]([CH2:18][C:19]([O:26][CH3:24])=[O:21])[CH:12]=[CH:13][C:14]=1[O:15][CH2:16][CH3:17])[C:2]1[CH:7]=[CH:6][CH:5]=[CH:4][CH:3]=1. The reactants are [CH2:1]([O:8][C:9]1[CH:10]=[C:11]([CH2:18][C:19]#N)[CH:12]=[CH:13][C:14]=1[O:15][CH2:16][CH3:17])[C:2]1[CH:7]=[CH:6][CH:5]=[CH:4][CH:3]=1.[OH-:21].[Na+].Cl.[CH2:24]([OH:26])C. No catalyst specified. The yield is 0.720. (4) The reactants are [F:1][C:2]1[CH:3]=[C:4]2[C:8](=[CH:9][CH:10]=1)[NH:7][C:6](=[O:11])[C:5]2=[O:12].[H-].[Na+].[CH3:15][O:16][C:17]1[CH:24]=[CH:23][C:20]([CH2:21]Cl)=[CH:19][CH:18]=1. The catalyst is CN(C=O)C. The product is [F:1][C:2]1[CH:3]=[C:4]2[C:8](=[CH:9][CH:10]=1)[N:7]([CH2:21][C:20]1[CH:23]=[CH:24][C:17]([O:16][CH3:15])=[CH:18][CH:19]=1)[C:6](=[O:11])[C:5]2=[O:12]. The yield is 0.820. (5) The reactants are [NH2:1][C:2]1[CH:7]=[CH:6][C:5]([C:8]2[CH:13]=[CH:12][C:11]([C:14](=[O:23])[CH2:15][C:16]([CH3:22])([CH3:21])[C:17]([O:19]C)=[O:18])=[CH:10][CH:9]=2)=[CH:4][CH:3]=1.[CH3:24][C:25]1[C:30]2[N:31]=[C:32](S(C)(=O)=O)[O:33][C:29]=2[CH:28]=[CH:27][CH:26]=1.[OH-].[Na+].Cl. The catalyst is ClC(Cl)C.CO. The product is [CH3:21][C:16]([CH3:22])([CH2:15][C:14]([C:11]1[CH:12]=[CH:13][C:8]([C:5]2[CH:4]=[CH:3][C:2]([NH:1][C:32]3[O:33][C:29]4[CH:28]=[CH:27][CH:26]=[C:25]([CH3:24])[C:30]=4[N:31]=3)=[CH:7][CH:6]=2)=[CH:9][CH:10]=1)=[O:23])[C:17]([OH:19])=[O:18]. The yield is 0.321. (6) The reactants are [C:1]([O:4]CC(=O)CC1C=CC(Cl)=C(Cl)C=1)(=[O:3])[CH3:2].[CH2:17]([O:24][C:25]([N:27]1[C:35]2[C:30](=[CH:31][CH:32]=[CH:33][CH:34]=2)[C:29]([CH2:36][C:37](=[O:40])[CH2:38]Cl)=[CH:28]1)=[O:26])[C:18]1[CH:23]=[CH:22][CH:21]=[CH:20][CH:19]=1.C(O)(=O)C.C(N(CC)CC)C. No catalyst specified. The product is [C:1]([O:4][CH2:38][C:37](=[O:40])[CH2:36][C:29]1[C:30]2[C:35](=[CH:34][CH:33]=[CH:32][CH:31]=2)[N:27]([C:25]([O:24][CH2:17][C:18]2[CH:23]=[CH:22][CH:21]=[CH:20][CH:19]=2)=[O:26])[CH:28]=1)(=[O:3])[CH3:2]. The yield is 0.440. (7) The reactants are COCC[CH:5]1[CH2:10][NH:9][CH2:8][CH2:7][NH:6]1.Cl[C:12]1[N:17]=[C:16]([C:18]2[CH:23]=[CH:22][CH:21]=[CH:20][CH:19]=2)[N:15]=[C:14]([C:24]([NH:26][C:27]2[CH:32]=[CH:31][CH:30]=[CH:29][C:28]=2[C:33]2[S:34][C:35]3[CH:36]=[N:37][CH:38]=[CH:39][C:40]=3[N:41]=2)=[O:25])[CH:13]=1.C1[CH2:46][O:45][CH2:44][CH2:43]1. The catalyst is O. The product is [CH3:46][O:45][CH2:44][CH2:43][N:6]1[CH2:5][CH2:10][N:9]([C:12]2[N:17]=[C:16]([C:18]3[CH:23]=[CH:22][CH:21]=[CH:20][CH:19]=3)[N:15]=[C:14]([C:24]([NH:26][C:27]3[CH:32]=[CH:31][CH:30]=[CH:29][C:28]=3[C:33]3[S:34][C:35]4[CH:36]=[N:37][CH:38]=[CH:39][C:40]=4[N:41]=3)=[O:25])[CH:13]=2)[CH2:8][CH2:7]1. The yield is 0.950.